Dataset: Forward reaction prediction with 1.9M reactions from USPTO patents (1976-2016). Task: Predict the product of the given reaction. (1) Given the reactants C([O:4][C:5]1[C:6]([CH3:22])=[C:7]2[C:15](=[CH:16][C:17]=1[CH:18]([CH3:20])[CH3:19])[O:14][C:10]1([CH2:13][CH2:12][CH2:11]1)[CH2:9][C:8]2=O)(=O)C.Cl.[CH3:24][O:25][NH2:26].Cl, predict the reaction product. The product is: [CH:18]([C:17]1[CH:16]=[C:15]2[C:7]([CH:8]([NH:26][O:25][CH3:24])[CH2:9][C:10]3([O:14]2)[CH2:13][CH2:12][CH2:11]3)=[C:6]([CH3:22])[C:5]=1[OH:4])([CH3:20])[CH3:19]. (2) Given the reactants Br[C:2]1[C:3]2[N:4]([N:8]=[C:9]([Cl:11])[N:10]=2)[CH:5]=[CH:6][CH:7]=1.[NH2:12][CH:13]([C:15]1[CH:20]=[CH:19][CH:18]=[CH:17][C:16]=1[N:21]([CH3:26])[S:22]([CH3:25])(=[O:24])=[O:23])[CH3:14], predict the reaction product. The product is: [Cl:11][C:9]1[N:10]=[C:3]2[C:2]([NH:12][CH:13]([C:15]3[CH:20]=[CH:19][CH:18]=[CH:17][C:16]=3[N:21]([CH3:26])[S:22]([CH3:25])(=[O:24])=[O:23])[CH3:14])=[CH:7][CH:6]=[CH:5][N:4]2[N:8]=1. (3) Given the reactants [OH:1][C:2]1[N:6]([C:7]2[CH:12]=[C:11]([C:13]#[N:14])[CH:10]=[CH:9][N:8]=2)[N:5]=[CH:4][CH:3]=1.[CH2:15]([C:17]1[CH:22]=[CH:21][C:20]([CH2:23]O)=[C:19]([F:25])[CH:18]=1)[CH3:16], predict the reaction product. The product is: [CH2:15]([C:17]1[CH:22]=[CH:21][C:20]([CH2:23][O:1][C:2]2[N:6]([C:7]3[CH:12]=[C:11]([C:13]#[N:14])[CH:10]=[CH:9][N:8]=3)[N:5]=[CH:4][CH:3]=2)=[C:19]([F:25])[CH:18]=1)[CH3:16].